From a dataset of Forward reaction prediction with 1.9M reactions from USPTO patents (1976-2016). Predict the product of the given reaction. (1) Given the reactants [Cl:1][C:2]1[CH:28]=[CH:27][C:5]([N:6]([CH2:16][C:17]2[CH:22]=[CH:21][C:20]([O:23][CH3:24])=[CH:19][C:18]=2[O:25][CH3:26])[C:7](=[O:15])/[CH:8]=[CH:9]/[C:10]([O:12][CH2:13][CH3:14])=[O:11])=[C:4]([CH:29]([C:31]2[CH:36]=[CH:35][CH:34]=[C:33](OC)[C:32]=2[O:39][CH3:40])[OH:30])[CH:3]=1.[Cl:41]C1C=CC2N(CC3C=CC(OC)=CC=3OC)C(=O)[C@@H](CC(OCC)=O)O[C@H](C3C=CC=C(OC)C=3OC)C=2C=1, predict the reaction product. The product is: [Cl:1][C:2]1[CH:28]=[CH:27][C:5]2[N:6]([CH2:16][C:17]3[CH:22]=[CH:21][C:20]([O:23][CH3:24])=[CH:19][C:18]=3[O:25][CH3:26])[C:7](=[O:15])[C@@H:8]([CH2:9][C:10]([O:12][CH2:13][CH3:14])=[O:11])[O:30][C@H:29]([C:31]3[CH:36]=[CH:35][CH:34]=[C:33]([Cl:41])[C:32]=3[O:39][CH3:40])[C:4]=2[CH:3]=1. (2) Given the reactants [C@@H:1]12[CH2:6][C@@H:5]1[CH2:4][NH:3][C@@H:2]2[CH2:7][NH:8][C:9]([C:11]1[CH:12]=[CH:13][CH:14]=[C:15]2[O:19][CH:18]=[CH:17][C:16]=12)=[O:10].[C:20]1([C:30]2[CH:35]=[CH:34][CH:33]=[CH:32][CH:31]=2)[C:21]([S:26](Cl)(=[O:28])=[O:27])=[CH:22][CH:23]=[CH:24][CH:25]=1, predict the reaction product. The product is: [C:20]1([C:30]2[CH:35]=[CH:34][CH:33]=[CH:32][CH:31]=2)[C:21]([S:26]([N:3]2[CH2:4][C@@H:5]3[C@@H:1]([CH2:6]3)[C@H:2]2[CH2:7][NH:8][C:9]([C:11]2[CH:12]=[CH:13][CH:14]=[C:15]3[O:19][CH:18]=[CH:17][C:16]=23)=[O:10])(=[O:27])=[O:28])=[CH:22][CH:23]=[CH:24][CH:25]=1. (3) Given the reactants [CH2:1]([Li])[CH2:2][CH2:3]C.CCCCCC.[NH:12]1[C:21]2[C:16](=[CH:17][CH:18]=[CH:19][CH:20]=2)[CH2:15][CH2:14][CH2:13]1.C([O-])([O-])=O.[K+].[K+].[CH2:28]([CH:32]1[CH2:37][CH2:36][NH:35][CH2:34][CH2:33]1)[CH2:29][CH2:30][CH3:31], predict the reaction product. The product is: [CH2:28]([CH:32]1[CH2:37][CH2:36][N:35]([CH2:1][CH2:2][CH2:3][N:12]2[C:21]3[C:16](=[CH:17][CH:18]=[CH:19][CH:20]=3)[CH2:15][CH2:14][CH2:13]2)[CH2:34][CH2:33]1)[CH2:29][CH2:30][CH3:31].